From a dataset of Catalyst prediction with 721,799 reactions and 888 catalyst types from USPTO. Predict which catalyst facilitates the given reaction. (1) Reactant: [Cl:1][C:2]1[CH:3]=[C:4]([C:9]2([OH:14])[CH2:13][CH2:12][NH:11][CH2:10]2)[CH:5]=[C:6]([Cl:8])[CH:7]=1.C(=O)([O-])[O-].[Na+].[Na+].I[CH2:22][CH3:23].C(O)(=O)/C=C/C(O)=O. Product: [Cl:1][C:2]1[CH:3]=[C:4]([C:9]2([OH:14])[CH2:13][CH2:12][N:11]([CH2:22][CH3:23])[CH2:10]2)[CH:5]=[C:6]([Cl:8])[CH:7]=1. The catalyst class is: 10. (2) Reactant: [C:1]([CH2:3][C:4]([NH:6][C:7]1[CH:12]=[C:11]([O:13][CH3:14])[C:10]([Cl:15])=[CH:9][C:8]=1[Cl:16])=[O:5])#[N:2].[CH2:17]([O:19][C:20]1[CH:26]=[CH:25][C:23]([NH2:24])=[CH:22][C:21]=1[F:27])[CH3:18].[CH2:28](OC(OCC)OCC)C. Product: [CH2:17]([O:19][C:20]1[CH:26]=[CH:25][C:23]([NH:24][CH:28]=[C:3]([C:1]#[N:2])[C:4]([NH:6][C:7]2[CH:12]=[C:11]([O:13][CH3:14])[C:10]([Cl:15])=[CH:9][C:8]=2[Cl:16])=[O:5])=[CH:22][C:21]=1[F:27])[CH3:18]. The catalyst class is: 32. (3) Reactant: [C:12]([O:11][C:9](O[C:9]([O:11][C:12]([CH3:15])([CH3:14])[CH3:13])=[O:10])=[O:10])([CH3:15])([CH3:14])[CH3:13].[NH2:16][C:17]12[CH2:27][C:21]3([CH3:28])[CH2:22][C:23]([NH2:26])([CH2:25][C:19]([CH3:29])([CH2:20]3)[CH2:18]1)[CH2:24]2.Cl[C:31]([O:33][CH2:34][C:35]1[CH:40]=[CH:39][CH:38]=[CH:37][CH:36]=1)=[O:32]. Product: [C:12]([O:11][C:9]([NH:16][C:17]12[CH2:27][C:21]3([CH3:28])[CH2:22][C:23]([NH:26][C:31]([O:33][CH2:34][C:35]4[CH:40]=[CH:39][CH:38]=[CH:37][CH:36]=4)=[O:32])([CH2:25][C:19]([CH3:29])([CH2:20]3)[CH2:18]1)[CH2:24]2)=[O:10])([CH3:13])([CH3:14])[CH3:15]. The catalyst class is: 7. (4) Reactant: [CH3:1][O-:2].[Na+].[Cl:4][C:5]1[C:14]([CH2:15][C:16](Cl)(Cl)Cl)=[C:13]2[C:8]([N:9]=[CH:10][C:11]([CH3:20])=[N:12]2)=[CH:7][CH:6]=1.S(=O)(=O)(O)[OH:22]. Product: [CH3:1][O:2][C:16](=[O:22])[CH2:15][C:14]1[C:5]([Cl:4])=[CH:6][CH:7]=[C:8]2[C:13]=1[N:12]=[C:11]([CH3:20])[CH:10]=[N:9]2. The catalyst class is: 5. (5) Reactant: [NH2:1][CH2:2][C:3]1([N:8]([CH3:10])[CH3:9])[CH2:7][CH2:6][S:5][CH2:4]1.C1C=C(Cl)C=C(C(OO)=[O:19])C=1. Product: [NH2:1][CH2:2][C:3]1([N:8]([CH3:10])[CH3:9])[CH2:4][S:5](=[O:19])[CH2:6][CH2:7]1. The catalyst class is: 61. (6) Reactant: [C:1]1([C:7]2[NH:15][C:14]3[C:9](=[N:10][CH:11]=[CH:12][CH:13]=3)[C:8]=2[C:16]([O:18][CH2:19][CH3:20])=[O:17])[CH:6]=[CH:5][CH:4]=[CH:3][CH:2]=1.[H-].[Na+].[CH3:23]I.O. Product: [CH3:23][N:15]1[C:14]2[C:9](=[N:10][CH:11]=[CH:12][CH:13]=2)[C:8]([C:16]([O:18][CH2:19][CH3:20])=[O:17])=[C:7]1[C:1]1[CH:2]=[CH:3][CH:4]=[CH:5][CH:6]=1. The catalyst class is: 9. (7) Reactant: C(=O)([O-])[O-].[Cs+].[Cs+].[OH:7][C:8]1[C:17]2[C:12](=[CH:13][CH:14]=[CH:15][CH:16]=2)[CH:11]=[CH:10][C:9]=1[C:18]([O:20][CH3:21])=[O:19].Br[CH2:23][C:24]1[CH:29]=[CH:28][C:27]([C:30]([F:33])([F:32])[F:31])=[CH:26][CH:25]=1. Product: [CH3:21][O:20][C:18]([C:9]1[CH:10]=[CH:11][C:12]2[C:17](=[CH:16][CH:15]=[CH:14][CH:13]=2)[C:8]=1[O:7][CH2:23][C:24]1[CH:25]=[CH:26][C:27]([C:30]([F:31])([F:32])[F:33])=[CH:28][CH:29]=1)=[O:19]. The catalyst class is: 3. (8) The catalyst class is: 152. Reactant: [Si:1]([O:8][C@@H:9]1[CH2:13][N:12]([C:14]2[CH:18]=[CH:17][N:16]([CH3:19])[N:15]=2)[C:11](=[O:20])[CH2:10]1)([C:4]([CH3:7])([CH3:6])[CH3:5])([CH3:3])[CH3:2].[N+:21]([O-])([OH:23])=[O:22].C(=O)([O-])O.[Na+]. Product: [Si:1]([O:8][C@@H:9]1[CH2:13][N:12]([C:14]2[C:18]([N+:21]([O-:23])=[O:22])=[CH:17][N:16]([CH3:19])[N:15]=2)[C:11](=[O:20])[CH2:10]1)([C:4]([CH3:7])([CH3:6])[CH3:5])([CH3:2])[CH3:3]. (9) Reactant: [C:1]([O:5][C:6](=[O:25])[NH:7][CH2:8][CH2:9][CH2:10][CH2:11][S:12][C:13]1[CH:18]=[C:17]([N+:19]([O-:21])=[O:20])[CH:16]=[C:15]([N+:22]([O-:24])=[O:23])[CH:14]=1)([CH3:4])([CH3:3])[CH3:2].I([O-])(=O)(=O)=[O:27].[Na+]. Product: [C:1]([O:5][C:6](=[O:25])[NH:7][CH2:8][CH2:9][CH2:10][CH2:11][S:12]([C:13]1[CH:18]=[C:17]([N+:19]([O-:21])=[O:20])[CH:16]=[C:15]([N+:22]([O-:24])=[O:23])[CH:14]=1)=[O:27])([CH3:4])([CH3:2])[CH3:3]. The catalyst class is: 24. (10) Reactant: [F:1][C:2]1[C:37]([F:38])=[CH:36][CH:35]=[CH:34][C:3]=1[CH2:4][S:5][C:6]1[N:11]=[C:10]([NH:12][S:13]([N:16]2[CH2:21][CH2:20][N:19](C(OCCCC)=O)[CH2:18][CH2:17]2)(=[O:15])=[O:14])[CH:9]=[C:8]([O:29][CH2:30][CH2:31][CH2:32][OH:33])[N:7]=1.C(O)(C(F)(F)F)=O. Product: [F:1][C:2]1[C:37]([F:38])=[CH:36][CH:35]=[CH:34][C:3]=1[CH2:4][S:5][C:6]1[N:11]=[C:10]([NH:12][S:13]([N:16]2[CH2:21][CH2:20][NH:19][CH2:18][CH2:17]2)(=[O:15])=[O:14])[CH:9]=[C:8]([O:29][CH2:30][CH2:31][CH2:32][OH:33])[N:7]=1. The catalyst class is: 2.